From a dataset of NCI-60 drug combinations with 297,098 pairs across 59 cell lines. Regression. Given two drug SMILES strings and cell line genomic features, predict the synergy score measuring deviation from expected non-interaction effect. Drug 1: C1=NC(=NC(=O)N1C2C(C(C(O2)CO)O)O)N. Drug 2: CN(CC1=CN=C2C(=N1)C(=NC(=N2)N)N)C3=CC=C(C=C3)C(=O)NC(CCC(=O)O)C(=O)O. Cell line: HCT-15. Synergy scores: CSS=51.2, Synergy_ZIP=0.120, Synergy_Bliss=-6.37, Synergy_Loewe=0.427, Synergy_HSA=-2.66.